Dataset: Catalyst prediction with 721,799 reactions and 888 catalyst types from USPTO. Task: Predict which catalyst facilitates the given reaction. (1) Reactant: [Li]N.[F:3][CH:4]([F:17])[O:5][C:6]1[CH:11]=[CH:10][C:9]([CH2:12][C:13]#[N:14])=[CH:8][C:7]=1[O:15][CH3:16].CS(C)=O.Br[CH2:23][CH2:24]Cl. Product: [F:3][CH:4]([F:17])[O:5][C:6]1[CH:11]=[CH:10][C:9]([C:12]2([C:13]#[N:14])[CH2:24][CH2:23]2)=[CH:8][C:7]=1[O:15][CH3:16]. The catalyst class is: 149. (2) Product: [C:1]1([C:6]2[C:7]3[CH:14]=[CH:13][NH:12][C:8]=3[N:9]=[CH:10][N:11]=2)[CH2:5][CH2:4][CH2:3][CH:2]=1. The catalyst class is: 5. Reactant: [C:1]1([C:6]2[C:7]3[CH:14]=[CH:13][N:12](S(C4C=CC(C)=CC=4)(=O)=O)[C:8]=3[N:9]=[CH:10][N:11]=2)[CH2:5][CH2:4][CH2:3][CH:2]=1.C[O-].[Na+]. (3) Reactant: [S:1]1[CH:5]=[CH:4][C:3]([CH2:6][C:7]([OH:9])=O)=[CH:2]1.C(Cl)(=O)C(Cl)=O.[OH-].[NH4+:17]. The catalyst class is: 2. Product: [S:1]1[CH:5]=[CH:4][C:3]([CH2:6][C:7]([NH2:17])=[O:9])=[CH:2]1.